From a dataset of Catalyst prediction with 721,799 reactions and 888 catalyst types from USPTO. Predict which catalyst facilitates the given reaction. Reactant: [NH2:1][C:2]1[CH:7]=[N:6][CH:5]=[CH:4][N:3]=1.[N+:8]([C:10]1[CH:19]=[CH:18][C:13]2[O:14][CH2:15][CH2:16][O:17][C:12]=2[CH:11]=1)#[C-:9].[Cl:20][C:21]1[CH:28]=[CH:27][CH:26]=[C:25]([F:29])[C:22]=1[CH:23]=O.[Cl-].[In+3].[Cl-].[Cl-]. Product: [Cl:20][C:21]1[CH:28]=[CH:27][CH:26]=[C:25]([F:29])[C:22]=1[C:23]1[N:1]=[C:2]2[CH:7]=[N:6][CH:5]=[CH:4][N:3]2[C:9]=1[NH:8][C:10]1[CH:19]=[CH:18][C:13]2[O:14][CH2:15][CH2:16][O:17][C:12]=2[CH:11]=1. The catalyst class is: 11.